This data is from Full USPTO retrosynthesis dataset with 1.9M reactions from patents (1976-2016). The task is: Predict the reactants needed to synthesize the given product. (1) Given the product [ClH:52].[F:1][C:2]1[CH:3]=[C:4]([CH:49]=[CH:50][CH:51]=1)[CH2:5][N:6]1[CH:10]=[C:9]([C:11]2[C:19]3[C:14](=[N:15][CH:16]=[C:17]([C:20]4[CH:25]=[CH:24][C:23]([N:26]5[CH2:27][CH2:28][NH:29][CH2:30][CH2:31]5)=[CH:22][CH:21]=4)[CH:18]=3)[N:13]([S:39]([C:42]3[CH:48]=[CH:47][C:45]([CH3:46])=[CH:44][CH:43]=3)(=[O:40])=[O:41])[CH:12]=2)[CH:8]=[N:7]1, predict the reactants needed to synthesize it. The reactants are: [F:1][C:2]1[CH:3]=[C:4]([CH:49]=[CH:50][CH:51]=1)[CH2:5][N:6]1[CH:10]=[C:9]([C:11]2[C:19]3[C:14](=[N:15][CH:16]=[C:17]([C:20]4[CH:25]=[CH:24][C:23]([N:26]5[CH2:31][CH2:30][N:29](C(OC(C)(C)C)=O)[CH2:28][CH2:27]5)=[CH:22][CH:21]=4)[CH:18]=3)[N:13]([S:39]([C:42]3[CH:48]=[CH:47][C:45]([CH3:46])=[CH:44][CH:43]=3)(=[O:41])=[O:40])[CH:12]=2)[CH:8]=[N:7]1.[ClH:52]. (2) Given the product [N:1]1[CH:6]=[CH:5][CH:4]=[CH:3][C:2]=1[C:7]1[N:12]=[C:11]2[S:13][CH:14]=[CH:15][C:10]2=[CH:9][C:8]=1[CH:16]([NH2:18])[CH3:17], predict the reactants needed to synthesize it. The reactants are: [N:1]1[CH:6]=[CH:5][CH:4]=[CH:3][C:2]=1[C:7]1[N:12]=[C:11]2[S:13][CH:14]=[CH:15][C:10]2=[CH:9][C:8]=1[CH:16]([N:18]1C(=O)C2C(=CC=CC=2)C1=O)[CH3:17].O.NN. (3) Given the product [CH3:15][O:14][C:12](=[O:13])[CH2:11][C:4]1[CH:5]=[C:6]([CH:9]=[O:10])[C:7]([O:8][CH2:25][O:26][CH2:27][CH2:28][O:29][CH3:30])=[C:2]([Br:1])[CH:3]=1, predict the reactants needed to synthesize it. The reactants are: [Br:1][C:2]1[CH:3]=[C:4]([CH2:11][C:12]([O:14][CH3:15])=[O:13])[CH:5]=[C:6]([CH:9]=[O:10])[C:7]=1[OH:8].C(N(CC)C(C)C)(C)C.[CH3:25][O:26][CH2:27][CH2:28][O:29][CH2:30]Cl. (4) Given the product [C:18]([O:17][C:16](=[O:22])[N:15]([CH2:23][C:24]1[CH:25]=[CH:26][C:27]([NH2:30])=[CH:28][CH:29]=1)[C@H:11]1[CH2:12][CH2:13][CH2:14][C@@H:9]([NH:8][C:5]2[N:4]=[C:3]([C:33]3[C:41]4[C:36](=[CH:37][CH:38]=[CH:39][CH:40]=4)[NH:35][N:34]=3)[C:2]([Cl:1])=[CH:7][N:6]=2)[CH2:10]1)([CH3:21])([CH3:19])[CH3:20], predict the reactants needed to synthesize it. The reactants are: [Cl:1][C:2]1[C:3]([C:33]2[C:41]3[C:36](=[CH:37][CH:38]=[CH:39][CH:40]=3)[NH:35][N:34]=2)=[N:4][C:5]([NH:8][C@@H:9]2[CH2:14][CH2:13][CH2:12][C@H:11]([N:15]([CH2:23][C:24]3[CH:29]=[CH:28][C:27]([N+:30]([O-])=O)=[CH:26][CH:25]=3)[C:16](=[O:22])[O:17][C:18]([CH3:21])([CH3:20])[CH3:19])[CH2:10]2)=[N:6][CH:7]=1.[NH4+].[Cl-]. (5) Given the product [CH3:41][N:42]([CH3:43])[C:18]([C:9]1[N:8]=[C:7]([NH:6][CH2:5][C:4]2[C:21]([CH3:25])=[CH:22][CH:23]=[CH:24][C:3]=2[CH2:1][CH3:2])[C:12]2[N:13]=[C:14]([CH3:17])[N:15]([CH3:16])[C:11]=2[CH:10]=1)=[O:19], predict the reactants needed to synthesize it. The reactants are: [CH2:1]([C:3]1[CH:24]=[CH:23][CH:22]=[C:21]([CH3:25])[C:4]=1[CH2:5][NH:6][C:7]1[C:12]2[N:13]=[C:14]([CH3:17])[N:15]([CH3:16])[C:11]=2[CH:10]=[C:9]([C:18](O)=[O:19])[N:8]=1)[CH3:2].F[B-](F)(F)F.N1(O[C:41](N(C)C)=[N+:42](C)[CH3:43])C2C=CC=CC=2N=N1.CNC.O.